From a dataset of Cav3 T-type calcium channel HTS with 100,875 compounds. Binary Classification. Given a drug SMILES string, predict its activity (active/inactive) in a high-throughput screening assay against a specified biological target. (1) The drug is O=C(N1CCN(CC1)Cc1c2c(c(OC)cc1)cccc2)CC(C)C. The result is 0 (inactive). (2) The molecule is s1c(NC(=O)C(OC(=O)C(NC(=O)c2ccccc2)CC(C)C)CC)nc(c1C(OCC)=O)C. The result is 1 (active). (3) The drug is OC(=O)c1c(nccc1)c1ncccc1C(O)=O. The result is 0 (inactive). (4) The result is 1 (active). The drug is Clc1c(S(=O)(=O)N2CCOCC2)cc(cc1)C(=O)NCCSCc1c(cccc1)C.